From a dataset of Catalyst prediction with 721,799 reactions and 888 catalyst types from USPTO. Predict which catalyst facilitates the given reaction. (1) Reactant: [C:1]([C:3]1[CH:12]=[CH:11][C:6]([C:7]([O:9][CH3:10])=[O:8])=[CH:5][C:4]=1[OH:13])#[N:2].C(=O)([O-])[O-].[Cs+].[Cs+].Br[CH:21]1[CH2:24][CH2:23][CH2:22]1. Product: [C:1]([C:3]1[CH:12]=[CH:11][C:6]([C:7]([O:9][CH3:10])=[O:8])=[CH:5][C:4]=1[O:13][CH:21]1[CH2:24][CH2:23][CH2:22]1)#[N:2]. The catalyst class is: 3. (2) Reactant: [O:1]=[C:2]1[C:6]([C:13]2[CH:18]=[CH:17][CH:16]=[CH:15][CH:14]=2)([C:7]2[CH:12]=[CH:11][CH:10]=[CH:9][CH:8]=2)[CH2:5][CH2:4][N:3]1[CH2:19][C:20](O)=[O:21].C(N(C(C)C)CC)(C)C.[F:32][C:33]([F:43])([F:42])[C:34]1[CH:35]=[C:36]([CH2:40][NH2:41])[CH:37]=[CH:38][CH:39]=1. Product: [O:1]=[C:2]1[C:6]([C:7]2[CH:8]=[CH:9][CH:10]=[CH:11][CH:12]=2)([C:13]2[CH:18]=[CH:17][CH:16]=[CH:15][CH:14]=2)[CH2:5][CH2:4][N:3]1[CH2:19][C:20]([NH:41][CH2:40][C:36]1[CH:37]=[CH:38][CH:39]=[C:34]([C:33]([F:32])([F:42])[F:43])[CH:35]=1)=[O:21]. The catalyst class is: 4. (3) Reactant: Cl[CH:2]([N:12]=[C:13]=[O:14])[C:3]1[CH:10]=[CH:9][C:6]([C:7]#[N:8])=[CH:5][C:4]=1[F:11].[F:15][C:16]([F:31])([F:30])[C:17]1[CH:18]=[C:19]([NH:23][C:24]2[CH2:28][CH2:27][C:26](=[O:29])[CH:25]=2)[CH:20]=[CH:21][CH:22]=1. Product: [O:14]=[C:13]1[N:23]([C:19]2[CH:20]=[CH:21][CH:22]=[C:17]([C:16]([F:15])([F:30])[F:31])[CH:18]=2)[C:24]2[CH2:28][CH2:27][C:26](=[O:29])[C:25]=2[CH:2]([C:3]2[CH:10]=[CH:9][C:6]([C:7]#[N:8])=[CH:5][C:4]=2[F:11])[NH:12]1. The catalyst class is: 4. (4) Reactant: C(O[CH:4]=[C:5]([C:11]([O:13]CC)=O)[C:6]([O:8][CH2:9][CH3:10])=[O:7])C.Cl.[C:17](=[NH:20])([NH2:19])[CH3:18].[O-]CC.[Na+]. Product: [CH3:18][C:17]1[NH:20][C:11](=[O:13])[C:5]([C:6]([O:8][CH2:9][CH3:10])=[O:7])=[CH:4][N:19]=1. The catalyst class is: 8. (5) Reactant: [CH3:1][O:2][C:3]([C:5]1[CH:10]=[CH:9][C:8]([N:11]2[C:15]([S:16][CH2:17][CH2:18][CH3:19])=[C:14]([C:20]([OH:22])=O)[CH:13]=[N:12]2)=[CH:7][CH:6]=1)=[O:4].[NH2:23][CH:24]1[CH2:29][CH2:28][O:27][CH2:26][CH2:25]1.C1C=CC2N(O)N=NC=2C=1.CCN(C(C)C)C(C)C.CCN=C=NCCCN(C)C. Product: [O:27]1[CH2:28][CH2:29][CH:24]([NH:23][C:20]([C:14]2[CH:13]=[N:12][N:11]([C:8]3[CH:7]=[CH:6][C:5]([C:3]([O:2][CH3:1])=[O:4])=[CH:10][CH:9]=3)[C:15]=2[S:16][CH2:17][CH2:18][CH3:19])=[O:22])[CH2:25][CH2:26]1. The catalyst class is: 39. (6) Reactant: [N:1]1[C:6]([CH3:7])=[CH:5][C:4]([CH3:8])=[CH:3][C:2]=1[CH3:9].C1C(=O)N([Br:17])C(=O)C1.C(OOC(=O)C1C=CC=CC=1)(=O)C1C=CC=CC=1. Product: [Br:17][CH2:9][C:2]1[CH:3]=[C:4]([CH3:8])[CH:5]=[C:6]([CH3:7])[N:1]=1. The catalyst class is: 53. (7) Reactant: [CH2:1]([O:5][C:6]([C:8]1[N:9]=[C:10](Br)[C:11]2[C:16]([C:17]=1[OH:18])=[CH:15][CH:14]=[C:13]([O:19][CH:20]1[CH2:25][CH2:24][CH2:23][CH2:22][CH2:21]1)[CH:12]=2)=[O:7])[CH2:2][CH2:3][CH3:4].C([O-])=O.[NH4+]. Product: [CH2:1]([O:5][C:6]([C:8]1[N:9]=[CH:10][C:11]2[C:16]([C:17]=1[OH:18])=[CH:15][CH:14]=[C:13]([O:19][CH:20]1[CH2:25][CH2:24][CH2:23][CH2:22][CH2:21]1)[CH:12]=2)=[O:7])[CH2:2][CH2:3][CH3:4]. The catalyst class is: 78. (8) Reactant: [N+:1]([C:4]1[CH:19]=[CH:18][C:7]2[NH:8][C:9]([C:11]([O:13][C:14]([CH3:17])([CH3:16])[CH3:15])=[O:12])=[N:10][C:6]=2[CH:5]=1)([O-])=O. Product: [NH2:1][C:4]1[CH:19]=[CH:18][C:7]2[NH:8][C:9]([C:11]([O:13][C:14]([CH3:15])([CH3:16])[CH3:17])=[O:12])=[N:10][C:6]=2[CH:5]=1. The catalyst class is: 865. (9) Reactant: [CH3:1][O:2][C:3]1[CH:12]=[C:11]([O:13][CH3:14])[CH:10]=[C:9]2[C:4]=1[C:5](=[O:27])[NH:6][C:7]([C:15]1[CH:20]=[CH:19][C:18]([N:21]3[CH2:26][CH2:25][NH:24][CH2:23][CH2:22]3)=[CH:17][CH:16]=1)=[N:8]2.CCN(CC)CC.[CH:35]1([C:38](Cl)=[O:39])[CH2:37][CH2:36]1. Product: [CH:35]1([C:38]([N:24]2[CH2:23][CH2:22][N:21]([C:18]3[CH:19]=[CH:20][C:15]([C:7]4[NH:6][C:5](=[O:27])[C:4]5[C:9](=[CH:10][C:11]([O:13][CH3:14])=[CH:12][C:3]=5[O:2][CH3:1])[N:8]=4)=[CH:16][CH:17]=3)[CH2:26][CH2:25]2)=[O:39])[CH2:37][CH2:36]1. The catalyst class is: 2.